This data is from Catalyst prediction with 721,799 reactions and 888 catalyst types from USPTO. The task is: Predict which catalyst facilitates the given reaction. (1) Reactant: [Cl:1][C:2]1[CH:3]=[C:4]([C:11]#[N:12])[C:5]2[CH:6]=[N:7][NH:8][C:9]=2[CH:10]=1.[OH-].[K+].[I:15]I. Product: [Cl:1][C:2]1[CH:3]=[C:4]([C:11]#[N:12])[C:5]2[C:6]([I:15])=[N:7][NH:8][C:9]=2[CH:10]=1. The catalyst class is: 3. (2) Reactant: Cl[C:2]1[CH:7]=[C:6]([N:8]2[CH:12]=[C:11]([CH3:13])[N:10]=[CH:9]2)[N:5]=[CH:4][N:3]=1.[NH3:14]. The catalyst class is: 32. Product: [CH3:13][C:11]1[N:10]=[CH:9][N:8]([C:6]2[N:5]=[CH:4][N:3]=[C:2]([NH2:14])[CH:7]=2)[CH:12]=1. (3) Reactant: [Br:1][C:2]1[C:10]([O:11][CH3:12])=[CH:9][C:5]([C:6]([OH:8])=[O:7])=[C:4]([Cl:13])[CH:3]=1.[CH3:14][Si](C=[N+]=[N-])(C)C. Product: [Br:1][C:2]1[C:10]([O:11][CH3:12])=[CH:9][C:5]([C:6]([O:8][CH3:14])=[O:7])=[C:4]([Cl:13])[CH:3]=1. The catalyst class is: 191. (4) Reactant: [CH2:1]([NH:3][C:4](=[O:17])[C@H:5]([NH:9]C(=O)OC(C)(C)C)[C@@H:6]([OH:8])[CH3:7])[CH3:2].Cl. Product: [NH2:9][C@H:5]([C@@H:6]([OH:8])[CH3:7])[C:4]([NH:3][CH2:1][CH3:2])=[O:17]. The catalyst class is: 71. (5) Reactant: [Br:1][C:2]1(OCC)[CH:7]=[CH:6][C:5](O)=[CH:4][CH2:3]1.[OH2:12].[C:13]1([CH3:23])[CH:18]=[CH:17][C:16](S(O)(=O)=O)=CC=1.[O:24]1CC[CH2:26][CH2:25]1. Product: [O:12]1[CH2:23][CH2:13][CH2:18][CH2:17][CH:16]1[O:24][CH2:25][CH2:26][C:5]1[CH:4]=[CH:3][C:2]([Br:1])=[CH:7][CH:6]=1. The catalyst class is: 6. (6) Reactant: [CH3:1][C:2]1N=CS[C:6]=1[C:7]([OH:9])=O.[F:10][C:11]([F:29])([F:28])[C:12]1[CH:16]=[C:15]([C:17]([F:20])([F:19])[F:18])[N:14]([C:21]2[CH:27]=[CH:26][C:24]([NH2:25])=[CH:23][CH:22]=2)[N:13]=1.Cl.[Cl:31][CH2:32][CH2:33]Cl.[CH3:35]CCCCC. Product: [Cl:31][C:32]1[CH:1]=[CH:2][C:6]([C:7]([NH:25][C:24]2[CH:26]=[CH:27][C:21]([N:14]3[C:15]([C:17]([F:18])([F:19])[F:20])=[CH:16][C:12]([C:11]([F:10])([F:28])[F:29])=[N:13]3)=[CH:22][CH:23]=2)=[O:9])=[CH:35][CH:33]=1. The catalyst class is: 84. (7) Reactant: [Br:1][C:2]1[CH:3]=[C:4]2[C:8](=[CH:9][CH:10]=1)[NH:7][C:6]([CH3:11])=[CH:5]2.[H-].[Na+].[H][H].[C:16]1([S:22](Cl)(=[O:24])=[O:23])[CH:21]=[CH:20][CH:19]=[CH:18][CH:17]=1.[Cl-].[NH4+]. Product: [C:16]1([S:22]([N:7]2[C:8]3[C:4](=[CH:3][C:2]([Br:1])=[CH:10][CH:9]=3)[CH:5]=[C:6]2[CH3:11])(=[O:24])=[O:23])[CH:21]=[CH:20][CH:19]=[CH:18][CH:17]=1. The catalyst class is: 3. (8) Reactant: Cl.[NH2:2][CH2:3][C:4]1[CH:5]=[C:6]([CH2:10][N:11]2[C:19]3[C:14](=[C:15]([O:20][CH3:21])[CH:16]=[CH:17][CH:18]=3)[C:13]([NH:22][S:23]([C:26]3[S:27][C:28]([Cl:31])=[CH:29][CH:30]=3)(=[O:25])=[O:24])=[N:12]2)[CH:7]=[CH:8][CH:9]=1.C(N(CC)CC)C.C(O)(=O)C.[O-:43][C:44]#[N:45].[K+]. Product: [NH2:45][C:44]([NH:2][CH2:3][C:4]1[CH:5]=[C:6]([CH2:10][N:11]2[C:19]3[C:14](=[C:15]([O:20][CH3:21])[CH:16]=[CH:17][CH:18]=3)[C:13]([NH:22][S:23]([C:26]3[S:27][C:28]([Cl:31])=[CH:29][CH:30]=3)(=[O:25])=[O:24])=[N:12]2)[CH:7]=[CH:8][CH:9]=1)=[O:43]. The catalyst class is: 161. (9) Reactant: [OH:1][C:2]1[CH:3]=[CH:4][C:5]([NH:12][S:13]([C:16]2[CH:21]=[CH:20][C:19]([CH3:22])=[CH:18][CH:17]=2)(=[O:15])=[O:14])=[C:6]([CH:11]=1)[C:7]([O:9][CH3:10])=[O:8].F[C:24]1[CH:29]=[CH:28][C:27]([N+:30]([O-:32])=[O:31])=[C:26]([CH:33]=[CH2:34])[CH:25]=1.C(=O)([O-])[O-].[K+].[K+]. Product: [CH3:10][O:9][C:7](=[O:8])[C:6]1[CH:11]=[C:2]([O:1][C:24]2[CH:29]=[CH:28][C:27]([N+:30]([O-:32])=[O:31])=[C:26]([CH:33]=[CH2:34])[CH:25]=2)[CH:3]=[CH:4][C:5]=1[NH:12][S:13]([C:16]1[CH:21]=[CH:20][C:19]([CH3:22])=[CH:18][CH:17]=1)(=[O:15])=[O:14]. The catalyst class is: 163. (10) Reactant: [N+:1]([C:4]1[CH:5]=[C:6]([C@H:10]2[CH2:14][CH2:13][C@H:12]([C:15]3[CH:20]=[CH:19][CH:18]=[C:17]([N+:21]([O-])=O)[CH:16]=3)[N:11]2[C:24]2[CH:29]=[CH:28][C:27]([C:30]([F:33])([F:32])[F:31])=[CH:26][CH:25]=2)[CH:7]=[CH:8][CH:9]=1)([O-])=O. Product: [F:33][C:30]([F:31])([F:32])[C:27]1[CH:26]=[CH:25][C:24]([N:11]2[C@@H:12]([C:15]3[CH:16]=[C:17]([CH:18]=[CH:19][CH:20]=3)[NH2:21])[CH2:13][CH2:14][C@@H:10]2[C:6]2[CH:5]=[C:4]([CH:9]=[CH:8][CH:7]=2)[NH2:1])=[CH:29][CH:28]=1. The catalyst class is: 138.